This data is from Full USPTO retrosynthesis dataset with 1.9M reactions from patents (1976-2016). The task is: Predict the reactants needed to synthesize the given product. (1) Given the product [CH2:1]([N:5]([CH3:23])[C:6](=[N:10][C:11]1[CH:16]=[CH:15][C:14]([N+:17]([O-:19])=[O:18])=[CH:13][C:12]=1[CH3:20])[CH:7]([CH3:9])[CH3:8])[CH:2]([CH3:4])[CH3:3], predict the reactants needed to synthesize it. The reactants are: [CH2:1]([NH:5][C:6](=[N:10][C:11]1[CH:16]=[CH:15][C:14]([N+:17]([O-:19])=[O:18])=[CH:13][C:12]=1[CH3:20])[CH:7]([CH3:9])[CH3:8])[CH:2]([CH3:4])[CH3:3].[H-].[Na+].[CH3:23]I. (2) Given the product [C:62]([NH:70][CH2:71][C@@H:72]([C@H:77]([OH:79])[CH3:78])[C:73]([O:75][CH3:76])=[O:74])(=[O:69])[C:63]1[CH:64]=[CH:65][CH:66]=[CH:67][CH:68]=1, predict the reactants needed to synthesize it. The reactants are: P([O-])([O-])([O-])=O.O=C[C@@H]([C@H]([C@@H]([C@@H](CO)O)O)O)O.C1N=C(N)C2N=CN([C@@H]3O[C@H](COP(OP(OC[C@H]4O[C@@H](N5C=C(C(N)=O)CC=C5)[C@H](O)[C@@H]4O)(O)=O)(O)=O)[C@@H](O)[C@H]3O)C=2N=1.[C:62]([NH:70][CH2:71][CH:72]([C:77](=[O:79])[CH3:78])[C:73]([O:75][CH3:76])=[O:74])(=[O:69])[C:63]1[CH:68]=[CH:67][CH:66]=[CH:65][CH:64]=1. (3) Given the product [F:26][C:24]1[CH:25]=[C:20]([C:18]([NH:17][C@@H:14]2[CH2:15][CH2:16][C@H:11]([C:9]([OH:10])=[O:8])[CH2:12][CH2:13]2)=[O:19])[C:21]([O:27][C:28]2[CH:33]=[CH:32][CH:31]=[C:30]([S:34][CH3:35])[CH:29]=2)=[N:22][CH:23]=1, predict the reactants needed to synthesize it. The reactants are: C([O:8][C:9]([C@H:11]1[CH2:16][CH2:15][C@@H:14]([NH:17][C:18]([C:20]2[C:21]([O:27][C:28]3[CH:33]=[CH:32][CH:31]=[C:30]([S:34][CH3:35])[CH:29]=3)=[N:22][CH:23]=[C:24]([F:26])[CH:25]=2)=[O:19])[CH2:13][CH2:12]1)=[O:10])C1C=CC=CC=1.